From a dataset of Forward reaction prediction with 1.9M reactions from USPTO patents (1976-2016). Predict the product of the given reaction. The product is: [Cl:1][C:2]1[CH:3]=[C:4]([S:9]([N:12]2[CH:17]=[CH:16][NH:15][C:14](=[O:18])[C@H:13]2[CH2:19][C:20]([N:22]2[CH2:28][CH2:27][CH2:26][C:25]([OH:29])([CH3:30])[CH2:24][CH2:23]2)=[O:21])(=[O:11])=[O:10])[CH:5]=[CH:6][C:7]=1[Cl:8]. Given the reactants [Cl:1][C:2]1[CH:3]=[C:4]([S:9]([N:12]2[CH:17]=[CH:16][NH:15][C:14](=[O:18])[C@H:13]2[CH2:19][C:20]([N:22]2[CH2:28][CH2:27][CH2:26][C:25](=[O:29])[CH2:24][CH2:23]2)=[O:21])(=[O:11])=[O:10])[CH:5]=[CH:6][C:7]=1[Cl:8].[CH2:30]1COCC1.C[Mg]Br.O.O.O.O.O.O.O.O.O.O.O.O.S([O-])([O-])(=O)=O.[Na+].[Na+], predict the reaction product.